From a dataset of Reaction yield outcomes from USPTO patents with 853,638 reactions. Predict the reaction yield, written as a fraction of the theoretical maximum amount of product (1.0 means a 100% yield; for example, 0.34 means a 34% yield). (1) The reactants are [CH3:1][O:2][C:3]1[CH:10]=[CH:9][C:8]([C:11]2[C:19]3[C:14](=[N:15][CH:16]=[CH:17][CH:18]=3)[N:13]([S:20]([C:23]3[CH:28]=[CH:27][C:26]([CH3:29])=[CH:25][CH:24]=3)(=[O:22])=[O:21])[CH:12]=2)=[CH:7][C:4]=1[CH:5]=O.[OH-].[NH4+:31].II. The catalyst is O1CCCC1.O. The product is [CH3:1][O:2][C:3]1[CH:10]=[CH:9][C:8]([C:11]2[C:19]3[C:14](=[N:15][CH:16]=[CH:17][CH:18]=3)[N:13]([S:20]([C:23]3[CH:28]=[CH:27][C:26]([CH3:29])=[CH:25][CH:24]=3)(=[O:22])=[O:21])[CH:12]=2)=[CH:7][C:4]=1[C:5]#[N:31]. The yield is 0.980. (2) The reactants are C(O[C:4](=[O:26])[C:5]1[CH:10]=[CH:9][N:8]=[CH:7][C:6]=1[N:11]1[CH2:15][CH2:14][N:13]([C:16]2[CH:24]=[CH:23][C:19]3[N:20]=[CH:21][S:22][C:18]=3[CH:17]=2)[C:12]1=[O:25])C.CO.[NH3:29]. The catalyst is C(Cl)(Cl)Cl. The product is [S:22]1[C:18]2[CH:17]=[C:16]([N:13]3[CH2:14][CH2:15][N:11]([C:6]4[CH:7]=[N:8][CH:9]=[CH:10][C:5]=4[C:4]([NH2:29])=[O:26])[C:12]3=[O:25])[CH:24]=[CH:23][C:19]=2[N:20]=[CH:21]1. The yield is 0.286. (3) The catalyst is CN(C=O)C. The product is [Br:15][C:10]1[CH:9]=[CH:8][C:7]2[N:6]([CH2:27][CH:28]([OH:37])[CH2:29][O:30][C:31]3[CH:36]=[CH:35][CH:34]=[CH:33][N:32]=3)[C:5]3[C:13]([C:12]=2[CH:11]=1)=[CH:14][C:2]([Br:1])=[CH:3][CH:4]=3. The reactants are [Br:1][C:2]1[CH:3]=[CH:4][C:5]2[NH:6][C:7]3[C:12]([C:13]=2[CH:14]=1)=[CH:11][C:10]([Br:15])=[CH:9][CH:8]=3.[OH-].[K+].C1(C)C=C(C)C=C(C)C=1O[CH2:27][CH:28]([OH:37])[CH2:29][O:30][C:31]1[CH:36]=[CH:35][CH:34]=[CH:33][N:32]=1. The yield is 0.720. (4) The reactants are [CH3:1][C:2]1[CH:3]=[C:4]([C:30]2[CH:35]=[CH:34][CH:33]=[C:32]([C:36]([F:39])([F:38])[F:37])[CH:31]=2)[C:5]([N:21](S(C)(=O)=O)[S:22]([CH3:25])(=[O:24])=[O:23])=[N:6][C:7]=1[C:8]([N:10]1[CH2:15][CH2:14][CH:13]([N:16]2[CH2:20][CH2:19][CH2:18][CH2:17]2)[CH2:12][CH2:11]1)=[O:9].[F-].C([N+](CCCC)(CCCC)CCCC)CCC. The product is [CH3:1][C:2]1[CH:3]=[C:4]([C:30]2[CH:35]=[CH:34][CH:33]=[C:32]([C:36]([F:39])([F:37])[F:38])[CH:31]=2)[C:5]([NH:21][S:22]([CH3:25])(=[O:23])=[O:24])=[N:6][C:7]=1[C:8]([N:10]1[CH2:11][CH2:12][CH:13]([N:16]2[CH2:20][CH2:19][CH2:18][CH2:17]2)[CH2:14][CH2:15]1)=[O:9]. The catalyst is C1COCC1. The yield is 0.640. (5) The reactants are O[C:2]1[CH:3]=[C:4]([NH:8][C:9]2[N:14]=[C:13]([NH:15][C:16]3[CH:21]=[CH:20][CH:19]=[C:18](O)[CH:17]=3)[C:12]([F:23])=[CH:11][N:10]=2)[CH:5]=[CH:6][CH:7]=1.[CH2:24]([N:31]1[CH2:36][CH2:35][N:34](C2C=CC(N)=CC=2)[CH2:33][CH2:32]1)[C:25]1[CH:30]=[CH:29][CH:28]=[CH:27][CH:26]=1.Cl[C:45]1[N:50]=[C:49](Cl)[C:48](F)=[CH:47]N=1. No catalyst specified. The product is [CH2:49]([N:50]1[CH2:45][CH2:9][N:8]([C:7]2[CH:6]=[CH:5][C:4]([NH:8][C:9]3[N:14]=[C:13]([NH:15][C:16]4[CH:21]=[CH:20][C:19]([N:34]5[CH2:33][CH2:32][N:31]([CH2:24][C:25]6[CH:26]=[CH:27][CH:28]=[CH:29][CH:30]=6)[CH2:36][CH2:35]5)=[CH:18][CH:17]=4)[C:12]([F:23])=[CH:11][N:10]=3)=[CH:3][CH:2]=2)[CH2:4][CH2:3]1)[C:48]1[CH:47]=[CH:2][CH:7]=[CH:6][CH:5]=1. The yield is 0.640. (6) The reactants are [NH2:1][C:2]1[C:3]2[N:4]([C:8]([C@@H:12]3[CH2:16][CH2:15][CH2:14][N:13]3C(OCC3C=CC=CC=3)=O)=[N:9][C:10]=2Br)[CH:5]=[CH:6][N:7]=1.[CH2:27]([C:29]1[CH:34]=[CH:33][N:32]=[C:31]([NH:35][C:36](=[O:52])[C:37]2[CH:42]=[CH:41][C:40](B3OC(C)(C)C(C)(C)O3)=[CH:39][CH:38]=2)[CH:30]=1)[CH3:28]. No catalyst specified. The product is [NH2:1][C:2]1[C:3]2[N:4]([C:8]([C@@H:12]3[CH2:16][CH2:15][CH2:14][NH:13]3)=[N:9][C:10]=2[C:40]2[CH:41]=[CH:42][C:37]([C:36]([NH:35][C:31]3[CH:30]=[C:29]([CH2:27][CH3:28])[CH:34]=[CH:33][N:32]=3)=[O:52])=[CH:38][CH:39]=2)[CH:5]=[CH:6][N:7]=1. The yield is 0.890.